This data is from Reaction yield outcomes from USPTO patents with 853,638 reactions. The task is: Predict the reaction yield, written as a fraction of the theoretical maximum amount of product (1.0 means a 100% yield; for example, 0.34 means a 34% yield). (1) The reactants are [CH2:1]([O:8][C:9]1[CH:10]=[CH:11][C:12]2[C:16]([O:17][C:18]3[CH:32]=[CH:31][C:21]([O:22][CH2:23][CH2:24][N:25]4[CH2:30][CH2:29][CH2:28][CH2:27][CH2:26]4)=[CH:20][CH:19]=3)=[C:15]([Br:33])[S:14](=O)[C:13]=2[CH:35]=1)[C:2]1[CH:7]=[CH:6][CH:5]=[CH:4][CH:3]=1.Cl. The catalyst is CO.C(Cl)(Cl)Cl.ClCCl.[Cl-].[Cl-].[Cl-].[Ti+3]. The product is [CH2:1]([O:8][C:9]1[CH:10]=[CH:11][C:12]2[C:16]([O:17][C:18]3[CH:32]=[CH:31][C:21]([O:22][CH2:23][CH2:24][N:25]4[CH2:30][CH2:29][CH2:28][CH2:27][CH2:26]4)=[CH:20][CH:19]=3)=[C:15]([Br:33])[S:14][C:13]=2[CH:35]=1)[C:2]1[CH:3]=[CH:4][CH:5]=[CH:6][CH:7]=1. The yield is 0.880. (2) The yield is 0.830. The catalyst is CN(C)C=O. The product is [O:25]1[CH2:26][CH2:27][N:1]([C@H:2]2[C:13](=[O:14])[O:12][CH2:11][C@@H:10]([C:15]3[CH:20]=[CH:19][CH:18]=[CH:17][CH:16]=3)[NH:9][C:8](=[O:21])[CH2:7][CH2:6][CH:5]=[CH:4][CH2:3]2)[CH2:23][CH2:24]1. The reactants are [NH2:1][C@H:2]1[C:13](=[O:14])[O:12][CH2:11][C@@H:10]([C:15]2[CH:20]=[CH:19][CH:18]=[CH:17][CH:16]=2)[NH:9][C:8](=[O:21])[CH2:7][CH2:6][CH:5]=[CH:4][CH2:3]1.Br[CH2:23][CH2:24][O:25][CH2:26][CH2:27]Br.C(=O)([O-])[O-].[Na+].[Na+].[I-].[Na+]. (3) The reactants are [CH3:1]OC(OC)N(C)C.[CH:9]([N:22]1[CH2:25][C:24]([NH:29][CH3:30])([C:26]([NH2:28])=[O:27])[CH2:23]1)([C:16]1[CH:21]=[CH:20][CH:19]=[CH:18][CH:17]=1)[C:10]1[CH:15]=[CH:14][CH:13]=[CH:12][CH:11]=1. No catalyst specified. The product is [CH:9]([N:22]1[CH2:25][C:24]2([C:26](=[O:27])[N:28]=[CH:30][N:29]2[CH3:1])[CH2:23]1)([C:10]1[CH:15]=[CH:14][CH:13]=[CH:12][CH:11]=1)[C:16]1[CH:21]=[CH:20][CH:19]=[CH:18][CH:17]=1. The yield is 0.960. (4) The reactants are C([O-])([O-])=O.[Na+].[Na+].FC(F)(F)S(O[C:13]1[CH2:14][CH2:15][N:16]([C:19]([O:21][C:22]([CH3:25])([CH3:24])[CH3:23])=[O:20])[CH2:17][CH:18]=1)(=O)=O.S(O)(O)(=O)=O.[NH2:33][C:34]1[CH:35]=[C:36](B(O)O)[CH:37]=[CH:38][CH:39]=1.[NH2:33][C:34]1[CH:39]=[C:38](B(O)O)[CH:37]=[CH:36][CH:35]=1.[Cl-].[Li+]. The catalyst is C(COC)OC. The product is [NH2:33][C:34]1[CH:39]=[C:38]([C:13]2[CH2:14][CH2:15][N:16]([C:19]([O:21][C:22]([CH3:25])([CH3:24])[CH3:23])=[O:20])[CH2:17][CH:18]=2)[CH:37]=[CH:36][CH:35]=1. The yield is 0.810. (5) The reactants are [Cl:1][C:2]1[N:3]=[C:4]2[C:9](=[CH:10][CH:11]=1)[N:8]=[CH:7][C:6]([C:12](=[O:14])[CH3:13])=[C:5]2[NH:15][C:16]1[CH:21]=[CH:20][CH:19]=[C:18]([CH2:22][CH2:23][N:24]2[CH2:28][CH2:27][CH2:26][CH2:25]2)[CH:17]=1.[Cl:29][C:30]1[CH:35]=[C:34](B2OC(C)(C)C(C)(C)O2)[CH:33]=[C:32]([F:45])[C:31]=1[OH:46].C1(N)C(F)=C(F)C(F)=C(N)C=1F.Cl.Cl. No catalyst specified. The product is [ClH:1].[ClH:29].[Cl:29][C:30]1[CH:35]=[C:34]([C:2]2[N:3]=[C:4]3[C:9](=[CH:10][CH:11]=2)[N:8]=[CH:7][C:6]([C:12](=[O:14])[CH3:13])=[C:5]3[NH:15][C:16]2[CH:21]=[CH:20][CH:19]=[C:18]([CH2:22][CH2:23][N:24]3[CH2:28][CH2:27][CH2:26][CH2:25]3)[CH:17]=2)[CH:33]=[C:32]([F:45])[C:31]=1[OH:46]. The yield is 0.720. (6) The reactants are [CH2:1]([C@H:3]1[CH2:7][NH:6][CH2:5][C@H:4]1[C:8]([O:10]CC)=[O:9])[CH3:2].Cl.C([O-])([O-])=O.[Na+].[Na+].[C:20](O[C:20]([O:22][C:23]([CH3:26])([CH3:25])[CH3:24])=[O:21])([O:22][C:23]([CH3:26])([CH3:25])[CH3:24])=[O:21]. No catalyst specified. The product is [C:23]([O:22][C:20]([N:6]1[CH2:7][C@H:3]([CH2:1][CH3:2])[C@H:4]([C:8]([OH:10])=[O:9])[CH2:5]1)=[O:21])([CH3:26])([CH3:25])[CH3:24]. The yield is 0.320. (7) The reactants are C(Cl)(=O)C(Cl)=O.[O:7]1[CH2:11][CH2:10][CH2:9][CH:8]1[C:12]([OH:14])=[O:13].O[C:16]1[CH:21]=[C:20]([O:22][CH3:23])[CH:19]=[CH:18][C:17]=1[C:24](=[O:26])[CH3:25].C(N(CC)CC)C. The catalyst is C(Cl)Cl.C(OCC)(=O)C.CN(C)C=O. The product is [O:7]1[CH2:11][CH2:10][CH2:9][CH:8]1[C:12]([O:14][C:16]1[CH:21]=[C:20]([O:22][CH3:23])[CH:19]=[CH:18][C:17]=1[C:24](=[O:26])[CH3:25])=[O:13]. The yield is 0.870.